This data is from NCI-60 drug combinations with 297,098 pairs across 59 cell lines. The task is: Regression. Given two drug SMILES strings and cell line genomic features, predict the synergy score measuring deviation from expected non-interaction effect. (1) Drug 1: CS(=O)(=O)C1=CC(=C(C=C1)C(=O)NC2=CC(=C(C=C2)Cl)C3=CC=CC=N3)Cl. Drug 2: CC1=C2C(C(=O)C3(C(CC4C(C3C(C(C2(C)C)(CC1OC(=O)C(C(C5=CC=CC=C5)NC(=O)C6=CC=CC=C6)O)O)OC(=O)C7=CC=CC=C7)(CO4)OC(=O)C)O)C)OC(=O)C. Cell line: NCI-H322M. Synergy scores: CSS=43.3, Synergy_ZIP=6.34, Synergy_Bliss=11.7, Synergy_Loewe=-19.6, Synergy_HSA=11.4. (2) Drug 1: CC(C1=C(C=CC(=C1Cl)F)Cl)OC2=C(N=CC(=C2)C3=CN(N=C3)C4CCNCC4)N. Drug 2: C1CC(=O)NC(=O)C1N2CC3=C(C2=O)C=CC=C3N. Cell line: RPMI-8226. Synergy scores: CSS=18.8, Synergy_ZIP=0.137, Synergy_Bliss=6.90, Synergy_Loewe=2.60, Synergy_HSA=2.70. (3) Drug 1: CC1OCC2C(O1)C(C(C(O2)OC3C4COC(=O)C4C(C5=CC6=C(C=C35)OCO6)C7=CC(=C(C(=C7)OC)O)OC)O)O. Drug 2: C#CCC(CC1=CN=C2C(=N1)C(=NC(=N2)N)N)C3=CC=C(C=C3)C(=O)NC(CCC(=O)O)C(=O)O. Cell line: LOX IMVI. Synergy scores: CSS=25.7, Synergy_ZIP=-10.3, Synergy_Bliss=-18.0, Synergy_Loewe=-16.0, Synergy_HSA=-14.9. (4) Drug 1: CNC(=O)C1=NC=CC(=C1)OC2=CC=C(C=C2)NC(=O)NC3=CC(=C(C=C3)Cl)C(F)(F)F. Drug 2: C1CN(P(=O)(OC1)NCCCl)CCCl. Cell line: HCT-15. Synergy scores: CSS=-0.227, Synergy_ZIP=5.50, Synergy_Bliss=10.2, Synergy_Loewe=-1.94, Synergy_HSA=-0.725. (5) Drug 1: C1=CN(C=N1)CC(O)(P(=O)(O)O)P(=O)(O)O. Drug 2: CC1=C(C(=O)C2=C(C1=O)N3CC4C(C3(C2COC(=O)N)OC)N4)N. Cell line: IGROV1. Synergy scores: CSS=9.87, Synergy_ZIP=-1.74, Synergy_Bliss=1.10, Synergy_Loewe=-4.99, Synergy_HSA=-1.49. (6) Drug 2: C(CC(=O)O)C(=O)CN.Cl. Synergy scores: CSS=10.5, Synergy_ZIP=-3.44, Synergy_Bliss=-0.635, Synergy_Loewe=3.79, Synergy_HSA=2.45. Cell line: MDA-MB-231. Drug 1: C(=O)(N)NO. (7) Drug 1: CS(=O)(=O)C1=CC(=C(C=C1)C(=O)NC2=CC(=C(C=C2)Cl)C3=CC=CC=N3)Cl. Drug 2: CCCCC(=O)OCC(=O)C1(CC(C2=C(C1)C(=C3C(=C2O)C(=O)C4=C(C3=O)C=CC=C4OC)O)OC5CC(C(C(O5)C)O)NC(=O)C(F)(F)F)O. Cell line: 786-0. Synergy scores: CSS=8.56, Synergy_ZIP=0.989, Synergy_Bliss=5.11, Synergy_Loewe=6.30, Synergy_HSA=6.63.